Dataset: Full USPTO retrosynthesis dataset with 1.9M reactions from patents (1976-2016). Task: Predict the reactants needed to synthesize the given product. (1) Given the product [Cl:1][C:2]1[C:10]([C:11]([OH:13])=[O:12])=[C:9]2[N:5]([CH2:6][CH2:7][CH2:8]2)[C:4](=[O:15])[C:3]=1[F:16], predict the reactants needed to synthesize it. The reactants are: [Cl:1][C:2]1[C:10]([C:11]([O:13]C)=[O:12])=[C:9]2[N:5]([CH2:6][CH2:7][CH2:8]2)[C:4](=[O:15])[C:3]=1[F:16].C1COCC1.[OH-].[Na+].Cl. (2) Given the product [O:16]=[C:15]1[C:5]2[C:6]3[C:7](=[CH:8][NH:9][C:10]=3[CH:11]=[C:3]([NH:2][C:19](=[O:21])[CH2:18][O:38][N:29]3[C:33]4=[N:34][CH:35]=[CH:36][CH:37]=[C:32]4[N:31]=[N:30]3)[CH:4]=2)[CH:12]=[N:13][NH:14]1, predict the reactants needed to synthesize it. The reactants are: Cl.[NH2:2][C:3]1[CH:4]=[C:5]2[C:15](=[O:16])[NH:14][N:13]=[CH:12][C:7]3=[CH:8][NH:9][C:10]([CH:11]=1)=[C:6]23.Br[CH2:18][C:19]([OH:21])=O.F[P-](F)(F)(F)(F)F.[N:29]1([O:38]C(N(C)C)=[N+](C)C)[C:33]2[N:34]=[CH:35][CH:36]=[CH:37][C:32]=2[N:31]=[N:30]1.C(N(CC)CC)C. (3) Given the product [CH3:13][C:14]1[C:18]([B:19]2[O:23][C:22]([CH3:24])([CH3:25])[C:21]([CH3:27])([CH3:26])[O:20]2)=[C:17]([CH3:28])[N:16]([CH2:11][C:1]23[CH2:10][CH:5]4[CH2:4][CH:3]([CH2:9][CH:7]([CH2:6]4)[CH2:8]2)[CH2:2]3)[N:15]=1, predict the reactants needed to synthesize it. The reactants are: [C:1]12([CH2:11]O)[CH2:10][CH:5]3[CH2:6][CH:7]([CH2:9][CH:3]([CH2:4]3)[CH2:2]1)[CH2:8]2.[CH3:13][C:14]1[C:18]([B:19]2[O:23][C:22]([CH3:25])([CH3:24])[C:21]([CH3:27])([CH3:26])[O:20]2)=[C:17]([CH3:28])[NH:16][N:15]=1.C(C=P(CCCC)(CCCC)CCCC)#N. (4) The reactants are: Br[C:2]1[CH:7]=[CH:6][C:5]([CH2:8][CH2:9][CH2:10][NH:11][C:12]([O:14][CH2:15][C:16]2[CH:21]=[CH:20][CH:19]=[CH:18][CH:17]=2)=[O:13])=[CH:4][CH:3]=1.[C:22]1([CH2:28][O:29][C:30]([NH:32][CH2:33][CH:34]=C)=[O:31])[CH:27]=[CH:26][CH:25]=[CH:24][CH:23]=1.B1C2CCCC1CCC2.[OH-].[Na+]. Given the product [C:16]1([CH2:15][O:14][C:12]([NH:11][CH2:10][CH2:9][CH2:8][C:5]2[CH:6]=[CH:7][C:2]([CH2:34][CH2:33][NH:32][C:30]([O:29][CH2:28][C:22]3[CH:27]=[CH:26][CH:25]=[CH:24][CH:23]=3)=[O:31])=[CH:3][CH:4]=2)=[O:13])[CH:21]=[CH:20][CH:19]=[CH:18][CH:17]=1, predict the reactants needed to synthesize it. (5) Given the product [CH3:1][C:2]1([CH3:30])[N:6]([CH2:7][CH2:8][NH:9][C:10]2[N:15]=[C:14]([C:16]3[S:17][C:18]4[CH:24]=[CH:23][C:22]([NH2:25])=[CH:21][C:19]=4[CH:20]=3)[CH:13]=[CH:12][N:11]=2)[C:5](=[O:28])[NH:4][C:3]1=[O:29], predict the reactants needed to synthesize it. The reactants are: [CH3:1][C:2]1([CH3:30])[N:6]([CH2:7][CH2:8][NH:9][C:10]2[N:15]=[C:14]([C:16]3[S:17][C:18]4[CH:24]=[CH:23][C:22]([N+:25]([O-])=O)=[CH:21][C:19]=4[CH:20]=3)[CH:13]=[CH:12][N:11]=2)[C:5](=[O:28])[NH:4][C:3]1=[O:29].[H][H]. (6) Given the product [Br:1][C:2]1[S:3][C:4]([CH2:10][CH3:11])=[CH:5][C:6]=1[C:7]([N:26]1[CH2:21][CH2:22][CH2:23][CH2:24][CH2:25]1)=[O:9], predict the reactants needed to synthesize it. The reactants are: [Br:1][C:2]1[S:3][C:4]([CH2:10][CH3:11])=[CH:5][C:6]=1[C:7]([OH:9])=O.CN(C(ON1N=N[C:22]2[CH:23]=[CH:24][CH:25]=[N:26][C:21]1=2)=[N+](C)C)C.F[P-](F)(F)(F)(F)F.N1CCCCC1.